Dataset: Catalyst prediction with 721,799 reactions and 888 catalyst types from USPTO. Task: Predict which catalyst facilitates the given reaction. (1) Reactant: [C:1]([NH:5][C:6]([C:8]1[S:29][C:11]2[N:12]=[C:13]([C:23]3[CH:28]=[CH:27][CH:26]=[CH:25][CH:24]=3)[N:14]=[C:15]([C:16]3[CH:21]=[CH:20][CH:19]=[C:18]([NH2:22])[CH:17]=3)[C:10]=2[C:9]=1[NH2:30])=[O:7])([CH3:4])([CH3:3])[CH3:2].Cl[C:32]([O:34][C:35]1[CH:40]=[CH:39][C:38]([N+:41]([O-:43])=[O:42])=[CH:37][CH:36]=1)=[O:33]. Product: [C:1]([NH:5][C:6]([C:8]1[S:29][C:11]2[N:12]=[C:13]([C:23]3[CH:24]=[CH:25][CH:26]=[CH:27][CH:28]=3)[N:14]=[C:15]([C:16]3[CH:21]=[CH:20][CH:19]=[C:18]([NH:22][C:32]([O:34][C:35]4[CH:36]=[CH:37][C:38]([N+:41]([O-:43])=[O:42])=[CH:39][CH:40]=4)=[O:33])[CH:17]=3)[C:10]=2[C:9]=1[NH2:30])=[O:7])([CH3:4])([CH3:2])[CH3:3]. The catalyst class is: 2. (2) Reactant: Cl[C:2]1[N:7]=[C:6]([NH:8][C:9]([C:11]2([C:14]3[CH:15]=[CH:16][C:17]4[O:21][CH2:20][CH2:19][C:18]=4[CH:22]=3)[CH2:13][CH2:12]2)=[O:10])[CH:5]=[C:4]([CH3:23])[C:3]=1[CH3:24].[CH3:25][O:26][C:27]1[CH:32]=[C:31](B(O)O)[CH:30]=[CH:29][N:28]=1.C([O-])([O-])=O.[Na+].[Na+]. Product: [O:21]1[C:17]2[CH:16]=[CH:15][C:14]([C:11]3([C:9]([NH:8][C:6]4[N:7]=[C:2]([C:31]5[CH:30]=[CH:29][N:28]=[C:27]([O:26][CH3:25])[CH:32]=5)[C:3]([CH3:24])=[C:4]([CH3:23])[CH:5]=4)=[O:10])[CH2:13][CH2:12]3)=[CH:22][C:18]=2[CH2:19][CH2:20]1. The catalyst class is: 853. (3) Reactant: [C:1]([N:4]1[C:12]2[C:7](=[CH:8][C:9]([NH:13][C:14](=[O:21])OCC(Cl)(Cl)Cl)=[CH:10][CH:11]=2)[CH2:6][CH2:5]1)(=[O:3])[CH3:2].[C:22]1([C:28]2[N:32]=[C:31]([N:33]3[CH2:38][CH2:37][NH:36][CH2:35][CH2:34]3)[S:30][N:29]=2)[CH:27]=[CH:26][CH:25]=[CH:24][CH:23]=1.C(N(C(C)C)CC)(C)C.CS(C)=O. Product: [C:1]([N:4]1[C:12]2[C:7](=[CH:8][C:9]([NH:13][C:14]([N:36]3[CH2:37][CH2:38][N:33]([C:31]4[S:30][N:29]=[C:28]([C:22]5[CH:27]=[CH:26][CH:25]=[CH:24][CH:23]=5)[N:32]=4)[CH2:34][CH2:35]3)=[O:21])=[CH:10][CH:11]=2)[CH2:6][CH2:5]1)(=[O:3])[CH3:2]. The catalyst class is: 6. (4) Reactant: [Cl:1][C:2]1[C:7]2[CH:8]=[N:9][S:10][C:6]=2[C:5]([NH2:11])=[CH:4][CH:3]=1.[F:12][C:13]([F:25])([F:24])[C:14]1[CH:23]=[CH:22][C:17]([CH2:18][N:19]=[C:20]=[O:21])=[CH:16][CH:15]=1.[N-]=C=O. Product: [Cl:1][C:2]1[C:7]2[CH:8]=[N:9][S:10][C:6]=2[C:5]([NH:11][C:20]([NH:19][CH2:18][C:17]2[CH:16]=[CH:15][C:14]([C:13]([F:12])([F:25])[F:24])=[CH:23][CH:22]=2)=[O:21])=[CH:4][CH:3]=1. The catalyst class is: 85. (5) Reactant: [OH-].[Na+].[C:3]1([C:9]2([C:34]3[CH:39]=[CH:38][CH:37]=[CH:36][CH:35]=3)[CH2:17][C:16]3[N:15](S(C4C=CC(C)=CC=4)(=O)=O)[N:14]=[C:13]([C:28]4[CH:29]=[N:30][CH:31]=[CH:32][CH:33]=4)[C:12]=3[CH:11]=[CH:10]2)[CH:8]=[CH:7][CH:6]=[CH:5][CH:4]=1. Product: [C:34]1([C:9]2([C:3]3[CH:8]=[CH:7][CH:6]=[CH:5][CH:4]=3)[CH2:17][C:16]3[NH:15][N:14]=[C:13]([C:28]4[CH:29]=[N:30][CH:31]=[CH:32][CH:33]=4)[C:12]=3[CH:11]=[CH:10]2)[CH:35]=[CH:36][CH:37]=[CH:38][CH:39]=1. The catalyst class is: 7. (6) Reactant: [Br:1][C:2]1[CH:3]=[CH:4][C:5]([C:8]2[CH2:12][CH:11]([CH2:13][OH:14])[O:10][N:9]=2)=[N:6][CH:7]=1.C(N(CC)CC)C.[CH3:22][S:23](Cl)(=[O:25])=[O:24].C(=O)(O)[O-].[Na+]. Product: [Br:1][C:2]1[CH:3]=[CH:4][C:5]([C:8]2[CH2:12][CH:11]([CH2:13][O:14][S:23]([CH3:22])(=[O:25])=[O:24])[O:10][N:9]=2)=[N:6][CH:7]=1. The catalyst class is: 4. (7) Reactant: Br[C:2]1[C:20]([CH3:21])=[CH:19][C:5]([O:6][CH2:7][C@@H:8]2[CH2:13][N:12]([CH3:14])[C:11]3[CH:15]=[CH:16][CH:17]=[CH:18][C:10]=3[O:9]2)=[CH:4][C:3]=1[CH3:22].C([Li])CCC.[C:28](=[O:30])=[O:29]. Product: [CH3:22][C:3]1[CH:4]=[C:5]([O:6][CH2:7][C@@H:8]2[CH2:13][N:12]([CH3:14])[C:11]3[CH:15]=[CH:16][CH:17]=[CH:18][C:10]=3[O:9]2)[CH:19]=[C:20]([CH3:21])[C:2]=1[C:28]([OH:30])=[O:29]. The catalyst class is: 7. (8) Product: [Cl:29][C:26]1[CH:27]=[CH:28][C:23]([O:22][C:21]2[CH:30]=[CH:31][C:18]([N:13]3[C@@H:9]([C:5]4[CH:6]=[CH:7][CH:8]=[C:3]([C:2]([F:1])([F:15])[F:16])[CH:4]=4)[CH2:10][CH2:11][C:12]3=[O:14])=[CH:19][CH:20]=2)=[CH:24][CH:25]=1. Reactant: [F:1][C:2]([F:16])([F:15])[C:3]1[CH:4]=[C:5]([C@@H:9]2[NH:13][C:12](=[O:14])[CH2:11][CH2:10]2)[CH:6]=[CH:7][CH:8]=1.I[C:18]1[CH:31]=[CH:30][C:21]([O:22][C:23]2[CH:28]=[CH:27][C:26]([Cl:29])=[CH:25][CH:24]=2)=[CH:20][CH:19]=1.[O-]P([O-])([O-])=O.[K+].[K+].[K+]. The catalyst class is: 246. (9) Reactant: [F:1][C:2]1[CH:7]=[CH:6][C:5]([CH:8]2[CH2:12][CH2:11][CH2:10][N:9]2[C:13]2[N:18]=[C:17]([NH:19][C:20]3[S:21][C:22]([C:25]#[N:26])=[CH:23][N:24]=3)[C:16]([C:27]3[O:31][C:30]([Si](C(C)C)(C(C)C)C(C)C)=[N:29][CH:28]=3)=[N:15][CH:14]=2)=[CH:4][CH:3]=1.[F-].C([N+](CCCC)(CCCC)CCCC)CCC.C1COCC1. Product: [F:1][C:2]1[CH:7]=[CH:6][C:5]([CH:8]2[CH2:12][CH2:11][CH2:10][N:9]2[C:13]2[N:18]=[C:17]([NH:19][C:20]3[S:21][C:22]([C:25]#[N:26])=[CH:23][N:24]=3)[C:16]([C:27]3[O:31][CH:30]=[N:29][CH:28]=3)=[N:15][CH:14]=2)=[CH:4][CH:3]=1. The catalyst class is: 56. (10) Reactant: [NH2:1][C:2]1[CH:7]=[CH:6][N:5]=[C:4](Cl)[CH:3]=1.[O:9]1[C:14]2[CH:15]=[CH:16][C:17]([NH2:19])=[CH:18][C:13]=2[O:12][CH2:11][CH2:10]1. Product: [O:9]1[C:14]2[CH:15]=[CH:16][C:17]([NH:19][C:4]3[CH:3]=[C:2]([NH2:1])[CH:7]=[CH:6][N:5]=3)=[CH:18][C:13]=2[O:12][CH2:11][CH2:10]1. The catalyst class is: 205.